This data is from Catalyst prediction with 721,799 reactions and 888 catalyst types from USPTO. The task is: Predict which catalyst facilitates the given reaction. Reactant: [CH2:1]([O:8][C:9]1[C:10]([NH:37][C:38]2[CH:43]=[CH:42][CH:41]=[CH:40][C:39]=2[N+:44]([O-])=O)=[C:11]([Br:36])[C:12]2[CH2:13][C@H:14]3[N:25]([C:26]([O:28][CH2:29][C:30]4[CH:35]=[CH:34][CH:33]=[CH:32][CH:31]=4)=[O:27])[CH2:24][CH2:23][C@@:20]4([C:21]=2[CH:22]=1)[C@H:15]3[CH2:16][CH2:17][CH2:18][CH2:19]4)[C:2]1[CH:7]=[CH:6][CH:5]=[CH:4][CH:3]=1.O.NN. Product: [NH2:44][C:39]1[CH:40]=[CH:41][CH:42]=[CH:43][C:38]=1[NH:37][C:10]1[C:9]([O:8][CH2:1][C:2]2[CH:7]=[CH:6][CH:5]=[CH:4][CH:3]=2)=[CH:22][C:21]2[C@:20]34[CH2:23][CH2:24][N:25]([C:26]([O:28][CH2:29][C:30]5[CH:35]=[CH:34][CH:33]=[CH:32][CH:31]=5)=[O:27])[C@@H:14]([C@@H:15]3[CH2:16][CH2:17][CH2:18][CH2:19]4)[CH2:13][C:12]=2[C:11]=1[Br:36]. The catalyst class is: 94.